From a dataset of Forward reaction prediction with 1.9M reactions from USPTO patents (1976-2016). Predict the product of the given reaction. (1) Given the reactants C(C1C2C(=CC=CC=2)CC=1)C=C.COC1C=C2[C:22](=[CH:23][CH:24]=1)[CH:21]([C:25]1[CH:30]=[CH:29][CH:28]=[CH:27][CH:26]=1)[C:20](=[O:31])[CH2:19]C2, predict the reaction product. The product is: [CH2:22]([CH:21]1[C:25]2[C:26](=[CH:27][CH:28]=[CH:29][CH:30]=2)[CH2:19][C:20]1=[O:31])[CH:23]=[CH2:24]. (2) The product is: [C:45]([NH:39][C:37]([N:19]1[C@@H:20]2[C@@:16]([C:22]3[CH:27]=[CH:26][C:25]([O:28][CH3:29])=[C:24]([O:30][CH3:31])[CH:23]=3)([CH2:15][CH2:14][C@@H:13]([NH:12][C:10]([NH:9][C:4]3[CH:5]=[CH:6][C:7]([F:8])=[C:2]([F:1])[CH:3]=3)=[O:11])[CH2:21]2)[CH2:17][CH2:18]1)=[N:34][CH2:32][CH3:35])#[N:47]. Given the reactants [F:1][C:2]1[CH:3]=[C:4]([NH:9][C:10]([NH:12][C@H:13]2[CH2:21][C@H:20]3[C@:16]([C:22]4[CH:27]=[CH:26][C:25]([O:28][CH3:29])=[C:24]([O:30][CH3:31])[CH:23]=4)([CH2:17][CH2:18][NH:19]3)[CH2:15][CH2:14]2)=[O:11])[CH:5]=[CH:6][C:7]=1[F:8].[C:32]([C:35]#N)(=[NH:34])[O-].[CH2:37]([NH2:39])C.C1COCC1.[C:45](#[N:47])C, predict the reaction product.